This data is from Reaction yield outcomes from USPTO patents with 853,638 reactions. The task is: Predict the reaction yield, written as a fraction of the theoretical maximum amount of product (1.0 means a 100% yield; for example, 0.34 means a 34% yield). (1) The reactants are [Br-].[C:2]([C:5]1[CH:6]=[N+:7]([CH2:25][C:26]2[CH:31]=[CH:30][C:29]([Cl:32])=[CH:28][CH:27]=2)[CH:8]=[CH:9][C:10]=1[CH2:11][CH:12]1[CH2:21][CH2:20][C:19]2[C:14](=[CH:15][CH:16]=[C:17]([O:22][CH3:23])[CH:18]=2)[C:13]1=[O:24])(=[O:4])[CH3:3].C(NC(=O)C1CC=CNC=1)C1C=CC=CC=1.O. The catalyst is ClCCl. The product is [C:2]([C:5]1[CH:10]([CH2:11][CH:12]2[CH2:21][CH2:20][C:19]3[C:14](=[CH:15][CH:16]=[C:17]([O:22][CH3:23])[CH:18]=3)[C:13]2=[O:24])[CH:9]=[CH:8][N:7]([CH2:25][C:26]2[CH:31]=[CH:30][C:29]([Cl:32])=[CH:28][CH:27]=2)[CH:6]=1)(=[O:4])[CH3:3]. The yield is 0.440. (2) The reactants are [NH:1]([CH2:5][CH2:6][OH:7])[CH2:2][CH2:3][OH:4].[O-2].[Mg+2].[Cl:10][C:11]1[S:15][C:14]([S:16](Cl)(=[O:18])=[O:17])=[CH:13][C:12]=1[N+:20]([O-:22])=[O:21]. The catalyst is O.C1COCC1. The product is [OH:4][CH2:3][CH2:2][N:1]([CH2:5][CH2:6][OH:7])[S:16]([C:14]1[S:15][C:11]([Cl:10])=[C:12]([N+:20]([O-:22])=[O:21])[CH:13]=1)(=[O:18])=[O:17]. The yield is 0.130. (3) The reactants are [N:1]1([C:7]([O:9][C:10]([CH3:13])([CH3:12])[CH3:11])=[O:8])CCC=[CH:3][CH2:2]1.C[N+]1([O-])CC[O:18]CC1.[CH3:22][C:23]([CH3:25])=[O:24]. The catalyst is [Os](=O)(=O)(=O)=O. The product is [OH:24][C@H:23]1[C@@H:25]([OH:18])[CH2:3][CH2:2][N:1]([C:7]([O:9][C:10]([CH3:13])([CH3:12])[CH3:11])=[O:8])[CH2:22]1. The yield is 0.990. (4) The reactants are [CH3:1][O:2][C:3]1[CH:4]=[C:5]2[C:10](=[CH:11][C:12]=1[O:13][CH3:14])[NH:9][CH:8]=[CH:7][C:6]2=[S:15].Br[C:17]1[S:18][C:19]([N+:22]([O-:24])=[O:23])=[CH:20][N:21]=1.C(OCC)(=O)C.[OH-].[Na+]. The catalyst is CN(C)C=O.CCCCCC. The product is [CH3:1][O:2][C:3]1[CH:4]=[C:5]2[C:10](=[CH:11][C:12]=1[O:13][CH3:14])[N:9]=[CH:8][CH:7]=[C:6]2[S:15][C:17]1[S:18][C:19]([N+:22]([O-:24])=[O:23])=[CH:20][N:21]=1. The yield is 0.490. (5) The reactants are [C:1]([CH:3]([CH2:9][C:10]([C:12]1[C:17](F)=[CH:16][CH:15]=[CH:14][C:13]=1F)=O)[C:4]([O:6][CH2:7]C)=[O:5])#[N:2].C(OCC)(=O)C.[ClH:26]. The catalyst is C(OCC)(=O)C. The product is [Cl:26][C:1]1[NH:2][C:10]([C:12]2[CH:17]=[CH:16][CH:15]=[CH:14][CH:13]=2)=[CH:9][C:3]=1[C:4]([O:6][CH3:7])=[O:5]. The yield is 0.370.